From a dataset of NCI-60 drug combinations with 297,098 pairs across 59 cell lines. Regression. Given two drug SMILES strings and cell line genomic features, predict the synergy score measuring deviation from expected non-interaction effect. (1) Drug 1: CCC1(CC2CC(C3=C(CCN(C2)C1)C4=CC=CC=C4N3)(C5=C(C=C6C(=C5)C78CCN9C7C(C=CC9)(C(C(C8N6C)(C(=O)OC)O)OC(=O)C)CC)OC)C(=O)OC)O. Drug 2: CN1C=C(C=N1)C2=C3N=C(C(=C(N3N=C2)N)Br)C4CCCNC4. Cell line: SW-620. Synergy scores: CSS=30.5, Synergy_ZIP=-1.97, Synergy_Bliss=-6.71, Synergy_Loewe=-73.8, Synergy_HSA=-6.50. (2) Drug 1: CC(C1=C(C=CC(=C1Cl)F)Cl)OC2=C(N=CC(=C2)C3=CN(N=C3)C4CCNCC4)N. Drug 2: CN1CCC(CC1)COC2=C(C=C3C(=C2)N=CN=C3NC4=C(C=C(C=C4)Br)F)OC. Cell line: NCI-H322M. Synergy scores: CSS=31.4, Synergy_ZIP=0.369, Synergy_Bliss=-0.172, Synergy_Loewe=-14.2, Synergy_HSA=-1.55. (3) Drug 1: CC1CCCC2(C(O2)CC(NC(=O)CC(C(C(=O)C(C1O)C)(C)C)O)C(=CC3=CSC(=N3)C)C)C. Drug 2: B(C(CC(C)C)NC(=O)C(CC1=CC=CC=C1)NC(=O)C2=NC=CN=C2)(O)O. Cell line: HCC-2998. Synergy scores: CSS=72.4, Synergy_ZIP=0.601, Synergy_Bliss=-1.62, Synergy_Loewe=-2.85, Synergy_HSA=-1.72.